This data is from Full USPTO retrosynthesis dataset with 1.9M reactions from patents (1976-2016). The task is: Predict the reactants needed to synthesize the given product. (1) The reactants are: [C:1]1([C:7]2([C:12]#[N:13])[CH2:11][CH2:10][CH2:9][CH2:8]2)[CH2:6][CH2:5][CH2:4][CH2:3][CH:2]=1. Given the product [CH:1]1([C:7]2([C:12]#[N:13])[CH2:8][CH2:9][CH2:10][CH2:11]2)[CH2:2][CH2:3][CH2:4][CH2:5][CH2:6]1, predict the reactants needed to synthesize it. (2) Given the product [CH2:1]([N:3]1[CH2:8][CH2:7][N:6]([CH2:16][C:17]([O:19][CH2:20][CH3:21])=[O:18])[CH2:5][CH2:4]1)[CH3:2], predict the reactants needed to synthesize it. The reactants are: [CH2:1]([N:3]1[CH2:8][CH2:7][NH:6][CH2:5][CH2:4]1)[CH3:2].C([O-])([O-])=O.[K+].[K+].Br[CH2:16][C:17]([O:19][CH2:20][CH3:21])=[O:18]. (3) The reactants are: BrC1C=CC(O)=CC=1C.[Br:10][C:11]1[C:25]([CH3:26])=[CH:24][C:14]([O:15][CH2:16][O:17][CH2:18][CH2:19][Si:20]([CH3:23])([CH3:22])[CH3:21])=[C:13](OC)[CH:12]=1. Given the product [Br:10][C:11]1[CH:12]=[CH:13][C:14]([O:15][CH2:16][O:17][CH2:18][CH2:19][Si:20]([CH3:21])([CH3:22])[CH3:23])=[CH:24][C:25]=1[CH3:26], predict the reactants needed to synthesize it. (4) The reactants are: [CH3:1][C:2]1([CH3:30])[C:6]([C:7]2[CH:15]=[CH:14][CH:13]=[C:12]3[C:8]=2[CH2:9][CH2:10][C@H:11]3[O:16][C:17]2[CH:29]=[CH:28][C:20]3[CH:21]([CH2:24][C:25]([OH:27])=[O:26])[CH2:22][O:23][C:19]=3[CH:18]=2)=[CH:5][CH2:4][CH2:3]1. Given the product [CH3:1][C:2]1([CH3:30])[CH2:3][CH2:4][CH2:5][CH:6]1[C:7]1[CH:15]=[CH:14][CH:13]=[C:12]2[C:8]=1[CH2:9][CH2:10][C@H:11]2[O:16][C:17]1[CH:29]=[CH:28][C:20]2[CH:21]([CH2:24][C:25]([OH:27])=[O:26])[CH2:22][O:23][C:19]=2[CH:18]=1, predict the reactants needed to synthesize it. (5) Given the product [F:1][C:2]1[CH:3]=[CH:4][C:5]([CH:6]([C:8]2[CH:9]=[CH:10][CH:11]=[CH:12][CH:13]=2)[OH:7])=[CH:14][CH:15]=1, predict the reactants needed to synthesize it. The reactants are: [F:1][C:2]1[CH:15]=[CH:14][C:5]([C:6]([C:8]2[CH:13]=[CH:12][CH:11]=[CH:10][CH:9]=2)=[O:7])=[CH:4][CH:3]=1.[BH4-].[Na+]. (6) Given the product [CH2:22]([O:21][CH2:20][CH2:19][O:1][C:2]1[CH:9]=[CH:8][C:7]([O:10][CH3:11])=[CH:6][C:3]=1[CH:4]=[O:5])[C:23]1[CH:28]=[CH:27][CH:26]=[CH:25][CH:24]=1, predict the reactants needed to synthesize it. The reactants are: [OH:1][C:2]1[CH:9]=[CH:8][C:7]([O:10][CH3:11])=[CH:6][C:3]=1[CH:4]=[O:5].C(=O)([O-])[O-].[Cs+].[Cs+].Br[CH2:19][CH2:20][O:21][CH2:22][C:23]1[CH:28]=[CH:27][CH:26]=[CH:25][CH:24]=1.